This data is from Full USPTO retrosynthesis dataset with 1.9M reactions from patents (1976-2016). The task is: Predict the reactants needed to synthesize the given product. Given the product [C:13]12([NH:23][CH2:7][C:6]3[S:5][C:4]4[CH:9]=[CH:10][CH:11]=[CH:12][C:3]=4[C:2]=3[CH3:1])[CH2:20][CH:19]3[CH2:18][CH:17]([CH2:16][CH:15]([CH2:21]3)[CH2:14]1)[CH2:22]2, predict the reactants needed to synthesize it. The reactants are: [CH3:1][C:2]1[C:3]2[CH:12]=[CH:11][CH:10]=[CH:9][C:4]=2[S:5][C:6]=1[CH:7]=O.[C:13]12([NH2:23])[CH2:22][CH:17]3[CH2:18][CH:19]([CH2:21][CH:15]([CH2:16]3)[CH2:14]1)[CH2:20]2.